From a dataset of Forward reaction prediction with 1.9M reactions from USPTO patents (1976-2016). Predict the product of the given reaction. (1) Given the reactants N1C2C(=CC=CC=2)C(=O)C1=O.[F:12][C:13]1[CH:14]=[C:15]2[C:19](=[CH:20][CH:21]=1)[NH:18][C:17](=[O:22])[C:16]2=[O:23].BrCCC1CC1.Br[CH2:31][C:32]1[O:33][C:34]([C:37]([F:40])([F:39])[F:38])=[CH:35][CH:36]=1, predict the reaction product. The product is: [F:12][C:13]1[CH:14]=[C:15]2[C:19](=[CH:20][CH:21]=1)[N:18]([CH2:31][C:32]1[O:33][C:34]([C:37]([F:40])([F:39])[F:38])=[CH:35][CH:36]=1)[C:17](=[O:22])[C:16]2=[O:23]. (2) Given the reactants [C:1]([O:5][C:6]([N:8]1[CH2:12][C@H:11]([CH2:13][O:14][CH3:15])[CH2:10][C@H:9]1[C:16]1[NH:20][C:19]2[C:21]3[C:26]([CH:27]=[CH:28][C:18]=2[N:17]=1)=[CH:25][C:24]1[C:29]2[C:34]([CH2:35][O:36][C:23]=1[CH:22]=3)=[CH:33][C:32](Cl)=[CH:31][CH:30]=2)=[O:7])([CH3:4])([CH3:3])[CH3:2].[B:38]1([B:38]2[O:42][C:41]([CH3:44])([CH3:43])[C:40]([CH3:46])([CH3:45])[O:39]2)[O:42][C:41]([CH3:44])([CH3:43])[C:40]([CH3:46])([CH3:45])[O:39]1.C([O-])(=O)C.[K+], predict the reaction product. The product is: [CH3:15][O:14][CH2:13][C@H:11]1[CH2:12][N:8]([C:6]([O:5][C:1]([CH3:4])([CH3:2])[CH3:3])=[O:7])[C@H:9]([C:16]2[NH:20][C:19]3[C:21]4[C:26]([CH:27]=[CH:28][C:18]=3[N:17]=2)=[CH:25][C:24]2[C:29]3[C:34]([CH2:35][O:36][C:23]=2[CH:22]=4)=[CH:33][C:32]([B:38]2[O:42][C:41]([CH3:44])([CH3:43])[C:40]([CH3:46])([CH3:45])[O:39]2)=[CH:31][CH:30]=3)[CH2:10]1. (3) Given the reactants F[C:2]1[N:7]2[CH:8]=[C:9]([CH2:11][N:12]([CH3:23])[CH:13]3[C:22]4[N:21]=[CH:20][CH:19]=[CH:18][C:17]=4[CH2:16][CH2:15][CH2:14]3)[N:10]=[C:6]2[CH:5]=[CH:4][CH:3]=1.C(OC([NH:31][C@@H:32]1[CH2:36][CH2:35][NH:34][CH2:33]1)=O)(C)(C)C, predict the reaction product. The product is: [NH2:31][C@@H:32]1[CH2:36][CH2:35][N:34]([C:2]2[N:7]3[CH:8]=[C:9]([CH2:11][N:12]([CH3:23])[CH:13]4[C:22]5[N:21]=[CH:20][CH:19]=[CH:18][C:17]=5[CH2:16][CH2:15][CH2:14]4)[N:10]=[C:6]3[CH:5]=[CH:4][CH:3]=2)[CH2:33]1. (4) Given the reactants [I:1][C:2]1[N:3]=[N:4][C:5](I)=[CH:6][CH:7]=1.[F:9][C:10]1[CH:15]=[CH:14][C:13]([CH2:16][OH:17])=[CH:12][CH:11]=1, predict the reaction product. The product is: [F:9][C:10]1[CH:15]=[CH:14][C:13]([CH2:16][O:17][C:5]2[N:4]=[N:3][C:2]([I:1])=[CH:7][CH:6]=2)=[CH:12][CH:11]=1. (5) Given the reactants [O:1]1[CH2:6][CH2:5][CH:4]([O:7][C:8]2[C:9]3[N:17]=[C:16]([C:18]4[N:23]=[C:22]([NH2:24])[CH:21]=[N:20][CH:19]=4)[CH:15]=[CH:14][C:10]=3[N:11]=[CH:12][N:13]=2)[CH2:3][CH2:2]1.[C:25]1([S:31](Cl)(=[O:33])=[O:32])[CH:30]=[CH:29][CH:28]=[CH:27][CH:26]=1, predict the reaction product. The product is: [O:1]1[CH2:2][CH2:3][CH:4]([O:7][C:8]2[C:9]3[N:17]=[C:16]([C:18]4[N:23]=[C:22]([NH:24][S:31]([C:25]5[CH:30]=[CH:29][CH:28]=[CH:27][CH:26]=5)(=[O:33])=[O:32])[CH:21]=[N:20][CH:19]=4)[CH:15]=[CH:14][C:10]=3[N:11]=[CH:12][N:13]=2)[CH2:5][CH2:6]1.